This data is from Full USPTO retrosynthesis dataset with 1.9M reactions from patents (1976-2016). The task is: Predict the reactants needed to synthesize the given product. Given the product [CH3:1][O:2][C:3]1[N:8]=[C:7]([CH:9]([NH:10][S@@:11]([C:13]([CH3:16])([CH3:15])[CH3:14])=[O:12])[CH3:17])[CH:6]=[CH:5][CH:4]=1, predict the reactants needed to synthesize it. The reactants are: [CH3:1][O:2][C:3]1[N:8]=[C:7]([CH:9]=[N:10][S@@:11]([C:13]([CH3:16])([CH3:15])[CH3:14])=[O:12])[CH:6]=[CH:5][CH:4]=1.[CH3:17][Mg]Br.[NH4+].[Cl-].